From a dataset of TCR-epitope binding with 47,182 pairs between 192 epitopes and 23,139 TCRs. Binary Classification. Given a T-cell receptor sequence (or CDR3 region) and an epitope sequence, predict whether binding occurs between them. (1) The epitope is KTSVDCTMYI. The TCR CDR3 sequence is CASSLASVAGYNEQFF. Result: 1 (the TCR binds to the epitope). (2) The epitope is NLVPMVATV. The TCR CDR3 sequence is CASSLEVTMNTEAFF. Result: 1 (the TCR binds to the epitope).